From a dataset of Forward reaction prediction with 1.9M reactions from USPTO patents (1976-2016). Predict the product of the given reaction. (1) The product is: [C:2]([C:6]1[N:11]=[CH:10][C:9]([C:12]2[N:13]([C:33]([N:35]3[CH2:36][CH2:37][N:38]([CH2:41][C:42]([N:48]4[CH2:53][CH2:52][S:51](=[O:55])(=[O:54])[CH2:50][CH2:49]4)=[O:43])[CH2:39][CH2:40]3)=[O:34])[C@@:14]([C:26]3[CH:27]=[CH:28][C:29]([Cl:32])=[CH:30][CH:31]=3)([CH3:25])[C@@:15]([C:18]3[CH:19]=[CH:20][C:21]([Cl:24])=[CH:22][CH:23]=3)([CH3:17])[N:16]=2)=[C:8]([O:45][CH2:46][CH3:47])[CH:7]=1)([CH3:5])([CH3:3])[CH3:4]. Given the reactants Cl.[C:2]([C:6]1[N:11]=[CH:10][C:9]([C:12]2[N:13]([C:33]([N:35]3[CH2:40][CH2:39][N:38]([CH2:41][C:42](O)=[O:43])[CH2:37][CH2:36]3)=[O:34])[C@@:14]([C:26]3[CH:31]=[CH:30][C:29]([Cl:32])=[CH:28][CH:27]=3)([CH3:25])[C@@:15]([C:18]3[CH:23]=[CH:22][C:21]([Cl:24])=[CH:20][CH:19]=3)([CH3:17])[N:16]=2)=[C:8]([O:45][CH2:46][CH3:47])[CH:7]=1)([CH3:5])([CH3:4])[CH3:3].[NH:48]1[CH2:53][CH2:52][S:51](=[O:55])(=[O:54])[CH2:50][CH2:49]1, predict the reaction product. (2) The product is: [CH2:14]([O:21][C:22]1[CH:27]=[CH:26][C:25]([N:11]([C:9]2[CH:8]=[CH:7][C:6]3[C:2]([CH3:13])([CH3:1])[CH2:3][O:4][C:5]=3[CH:10]=2)[CH3:12])=[CH:24][CH:23]=1)[C:15]1[CH:20]=[CH:19][CH:18]=[CH:17][CH:16]=1. Given the reactants [CH3:1][C:2]1([CH3:13])[C:6]2[CH:7]=[CH:8][C:9]([NH:11][CH3:12])=[CH:10][C:5]=2[O:4][CH2:3]1.[CH2:14]([O:21][C:22]1[CH:27]=[CH:26][C:25](Br)=[CH:24][CH:23]=1)[C:15]1[CH:20]=[CH:19][CH:18]=[CH:17][CH:16]=1.CC([O-])(C)C.[K+], predict the reaction product. (3) Given the reactants [NH2:1][C:2](=[S:28])[NH:3][C:4]([C:6]1[N:7]([CH2:17][C:18]2[CH:23]=[CH:22][CH:21]=[C:20]([C:24]([O:26][CH3:27])=[O:25])[CH:19]=2)[C:8]2[C:13]([CH:14]=1)=[CH:12][C:11]([CH3:15])=[CH:10][C:9]=2[CH3:16])=[O:5].Br[CH:30]([CH2:44][CH2:45][CH:46]1[CH2:51][CH2:50][CH2:49][CH2:48][CH2:47]1)[C:31]([C:33]1[CH:38]=[C:37]([O:39][CH3:40])[C:36]([CH3:41])=[CH:35][C:34]=1[O:42][CH3:43])=O, predict the reaction product. The product is: [CH3:27][O:26][C:24](=[O:25])[C:20]1[CH:21]=[CH:22][CH:23]=[C:18]([CH2:17][N:7]2[C:8]3[C:13](=[CH:12][C:11]([CH3:15])=[CH:10][C:9]=3[CH3:16])[CH:14]=[C:6]2[C:4]([NH:3][C:2]2[S:28][C:30]([CH2:44][CH2:45][CH:46]3[CH2:51][CH2:50][CH2:49][CH2:48][CH2:47]3)=[C:31]([C:33]3[CH:38]=[C:37]([O:39][CH3:40])[C:36]([CH3:41])=[CH:35][C:34]=3[O:42][CH3:43])[N:1]=2)=[O:5])[CH:19]=1.